From a dataset of Catalyst prediction with 721,799 reactions and 888 catalyst types from USPTO. Predict which catalyst facilitates the given reaction. (1) Reactant: [Cl:1][C:2]1[C:3]([S:32]([O:34]C)=O)=[N:4][CH:5]=[C:6]([C:17]([N:19]2[CH2:24][CH2:23][CH:22]([C:25]3[CH:30]=[CH:29][C:28]([F:31])=[CH:27][CH:26]=3)[CH2:21][CH2:20]2)=[O:18])[C:7]=1[NH:8][C:9]1[CH:14]=[CH:13][C:12]([F:15])=[CH:11][C:10]=1[CH3:16].C[Si]([N-:40][Si](C)(C)C)(C)C.[Li+].[Cl-].[NH4+]. Product: [Cl:1][C:2]1[C:3]([S:32]([NH2:40])=[O:34])=[N:4][CH:5]=[C:6]([C:17]([N:19]2[CH2:24][CH2:23][CH:22]([C:25]3[CH:30]=[CH:29][C:28]([F:31])=[CH:27][CH:26]=3)[CH2:21][CH2:20]2)=[O:18])[C:7]=1[NH:8][C:9]1[CH:14]=[CH:13][C:12]([F:15])=[CH:11][C:10]=1[CH3:16]. The catalyst class is: 1. (2) Reactant: C1(P(C2C=CC=CC=2)C2C=CC=CC=2)C=CC=CC=1.C(O)(=O)C1C=CC=CC=1.[CH:29]1[C:38]2[C:33](=[CH:34][CH:35]=[CH:36][CH:37]=2)[CH:32]=[CH:31][C:30]=1[C@@H:39]1[C:47]2[C:42](=[CH:43][CH:44]=[CH:45][CH:46]=2)[C@H:41]([OH:48])[CH2:40]1.CCOC(/N=N/C(OCC)=O)=O. Product: [CH:29]1[C:38]2[C:33](=[CH:34][CH:35]=[CH:36][CH:37]=2)[CH:32]=[CH:31][C:30]=1[CH:39]1[C:47]2[C:42](=[CH:43][CH:44]=[CH:45][CH:46]=2)[C:41](=[O:48])[CH2:40]1. The catalyst class is: 1. (3) Product: [CH3:59][O:58][CH2:57][C:56]([NH:55][CH2:52][CH:53]=[CH:54][C:26]1[CH:27]=[C:28]2[C:33](=[CH:34][CH:35]=1)[N:32]=[CH:31][N:30]=[C:29]2[NH:36][C:37]1[CH:42]=[CH:41][C:40]([O:43][C:44]2[CH:45]=[N:46][C:47]([CH3:50])=[CH:48][CH:49]=2)=[C:39]([CH3:51])[CH:38]=1)=[O:60]. The catalyst class is: 826. Reactant: C1(P(C2C=CC=CC=2)C2C=CC=CC=2)C=CC=CC=1.C([O-])(=O)C.[Na+].I[C:26]1[CH:27]=[C:28]2[C:33](=[CH:34][CH:35]=1)[N:32]=[CH:31][N:30]=[C:29]2[NH:36][C:37]1[CH:42]=[CH:41][C:40]([O:43][C:44]2[CH:45]=[N:46][C:47]([CH3:50])=[CH:48][CH:49]=2)=[C:39]([CH3:51])[CH:38]=1.[CH2:52]([NH:55][C:56](=[O:60])[CH2:57][O:58][CH3:59])[CH:53]=[CH2:54]. (4) Reactant: B1([O-])OO1.[OH2:5].O.O.O.[Na+].[Br:10][C:11]1[C:12]([N+:23]([O-:25])=[O:24])=[C:13]([CH:16]=[C:17]([O:21][CH3:22])[C:18]=1[O:19][CH3:20])[CH:14]=[O:15]. Product: [Br:10][C:11]1[C:12]([N+:23]([O-:25])=[O:24])=[C:13]([CH:16]=[C:17]([O:21][CH3:22])[C:18]=1[O:19][CH3:20])[C:14]([OH:5])=[O:15]. The catalyst class is: 52.